Dataset: Cav3 T-type calcium channel HTS with 100,875 compounds. Task: Binary Classification. Given a drug SMILES string, predict its activity (active/inactive) in a high-throughput screening assay against a specified biological target. (1) The molecule is O1C(CN2C(\C(C(=O)C2=O)=C(\O)c2ccc(OC)cc2)c2cc(OC)c(OC)cc2)CCC1. The result is 0 (inactive). (2) The result is 0 (inactive). The compound is O(C(=O)C1CCN(CC1)C(=O)C(=O)N1CCC(CC1)C(OCC)=O)CC. (3) The compound is O1N=C(CC21CC(N(C2)C(=O)c1c(cccc1)C(=O)c1ccccc1)C(=O)N)c1cc(NC(=O)/C(C)=C\C)ccc1. The result is 0 (inactive). (4) The drug is s1c(nnc1N)CC(c1ccccc1)c1ccccc1. The result is 0 (inactive).